Dataset: Full USPTO retrosynthesis dataset with 1.9M reactions from patents (1976-2016). Task: Predict the reactants needed to synthesize the given product. (1) The reactants are: [NH2:1][CH2:2][CH2:3][CH2:4][C:5]1[CH:6]=[CH:7][C:8]2[C:9]3[N:18]([CH2:19][CH:20]4[CH2:25][CH2:24][O:23][CH2:22][CH2:21]4)[C:17]([CH2:26][CH3:27])=[N:16][C:10]=3[C:11]([NH2:15])=[N:12][C:13]=2[CH:14]=1.C(N(CC)CC)C.[CH:35]([N:38]=[C:39]=[O:40])([CH3:37])[CH3:36].C(=O)([O-])[O-].[Na+].[Na+]. Given the product [NH2:15][C:11]1[C:10]2[N:16]=[C:17]([CH2:26][CH3:27])[N:18]([CH2:19][CH:20]3[CH2:21][CH2:22][O:23][CH2:24][CH2:25]3)[C:9]=2[C:8]2[CH:7]=[CH:6][C:5]([CH2:4][CH2:3][CH2:2][NH:1][C:39]([NH:38][CH:35]([CH3:37])[CH3:36])=[O:40])=[CH:14][C:13]=2[N:12]=1, predict the reactants needed to synthesize it. (2) Given the product [CH2:1]([N:4]1[CH2:8][CH:7]2[C:6]([C:11]3[S:12][C:13]([F:16])=[CH:14][CH:15]=3)([N:17]=[C:18]([NH:20][C:21](=[O:28])[C:22]3[CH:27]=[CH:26][CH:25]=[CH:24][CH:23]=3)[S:19][CH2:9]2)[CH2:5]1)[CH:2]=[CH2:3], predict the reactants needed to synthesize it. The reactants are: [CH2:1]([N:4]1[CH2:8][CH:7]([CH2:9]O)[C:6]([NH:17][C:18]([NH:20][C:21](=[O:28])[C:22]2[CH:27]=[CH:26][CH:25]=[CH:24][CH:23]=2)=[S:19])([C:11]2[S:12][C:13]([F:16])=[CH:14][CH:15]=2)[CH2:5]1)[CH:2]=[CH2:3].ClC(N(C)C)=C(C)C. (3) Given the product [F:1][C:2]1[CH:3]=[C:4]([CH:23]=[CH:24][C:25]=1[F:26])[CH2:5][NH:6][C:7](=[O:22])[CH2:8][CH:9]1[CH2:10][CH2:11][N:12]([CH2:15][C:38]2[CH:37]=[CH:36][N:35]([C:32]3[CH:31]=[CH:30][C:29]([C:28]([F:42])([F:43])[F:27])=[CH:34][CH:33]=3)[CH:39]=2)[CH2:13][CH2:14]1, predict the reactants needed to synthesize it. The reactants are: [F:1][C:2]1[CH:3]=[C:4]([CH:23]=[CH:24][C:25]=1[F:26])[CH2:5][NH:6][C:7](=[O:22])[CH2:8][CH:9]1[CH2:14][CH2:13][N:12]([C:15](OC(C)(C)C)=O)[CH2:11][CH2:10]1.[F:27][C:28]([F:43])([F:42])[C:29]1[CH:34]=[CH:33][C:32]([N:35]2[CH:39]=[CH:38][C:37](C=O)=[CH:36]2)=[CH:31][CH:30]=1.[BH-](OC(C)=O)(OC(C)=O)OC(C)=O.[Na+].CCN(C(C)C)C(C)C. (4) Given the product [F:1][C:2]1[CH:3]=[C:4]([CH:7]=[CH:8][C:9]=1[O:10][CH3:11])[CH:5]=[N:18][OH:19], predict the reactants needed to synthesize it. The reactants are: [F:1][C:2]1[CH:3]=[C:4]([CH:7]=[CH:8][C:9]=1[O:10][CH3:11])[CH:5]=O.C([O-])(=O)C.[Na+].Cl.[NH2:18][OH:19]. (5) Given the product [Br:1][C:25]1[N:21]([C:14]2[C:15]3[C:20](=[CH:19][CH:18]=[CH:17][CH:16]=3)[C:11]([C:9]#[N:10])=[CH:12][CH:13]=2)[C:22]([S:26][C:27]([F:34])([F:33])[C:28]([O:30][CH2:31][CH3:32])=[O:29])=[N:23][CH:24]=1, predict the reactants needed to synthesize it. The reactants are: [Br:1]N1C(=O)CCC1=O.[C:9]([C:11]1[C:20]2[C:15](=[CH:16][CH:17]=[CH:18][CH:19]=2)[C:14]([N:21]2[CH:25]=[CH:24][N:23]=[C:22]2[S:26][C:27]([F:34])([F:33])[C:28]([O:30][CH2:31][CH3:32])=[O:29])=[CH:13][CH:12]=1)#[N:10]. (6) Given the product [CH3:25][CH:24]([CH3:26])[C:23]([O:7][C@H:6]1[C@@H:2]([O:1][C:23](=[O:27])[CH:24]([CH3:26])[CH3:25])[C@H:3]([N:10]2[CH:15]=[CH:14][CH:13]=[N:12][C:11]2=[O:16])[O:4][C@@H:5]1[CH2:8][O:9][C:23](=[O:27])[CH:24]([CH3:25])[CH3:26])=[O:27], predict the reactants needed to synthesize it. The reactants are: [OH:1][C@@H:2]1[C@H:6]([OH:7])[C@@H:5]([CH2:8][OH:9])[O:4][C@H:3]1[N:10]1[CH:15]=[CH:14][CH:13]=[N:12][C:11]1=[O:16].[C:23](O[C:23](=[O:27])[CH:24]([CH3:26])[CH3:25])(=[O:27])[CH:24]([CH3:26])[CH3:25]. (7) Given the product [C:1]([O:5][C:6]([NH:8][C:9]1([C:13]2[CH:14]=[CH:15][C:16]([C:19]3[N:20]=[C:21]4[CH:26]=[CH:25][C:24]([C:27]([O:29][CH3:37])=[O:28])=[N:23][N:22]4[C:30]=3[C:31]3[CH:36]=[CH:35][CH:34]=[CH:33][CH:32]=3)=[CH:17][CH:18]=2)[CH2:10][CH2:11][CH2:12]1)=[O:7])([CH3:4])([CH3:2])[CH3:3], predict the reactants needed to synthesize it. The reactants are: [C:1]([O:5][C:6]([NH:8][C:9]1([C:13]2[CH:18]=[CH:17][C:16]([C:19]3[N:20]=[C:21]4[CH:26]=[CH:25][C:24]([C:27]([OH:29])=[O:28])=[N:23][N:22]4[C:30]=3[C:31]3[CH:36]=[CH:35][CH:34]=[CH:33][CH:32]=3)=[CH:15][CH:14]=2)[CH2:12][CH2:11][CH2:10]1)=[O:7])([CH3:4])([CH3:3])[CH3:2].[C:37](=O)([O-])[O-].[Cs+].[Cs+].CI.O.